This data is from Full USPTO retrosynthesis dataset with 1.9M reactions from patents (1976-2016). The task is: Predict the reactants needed to synthesize the given product. (1) The reactants are: [O:1]=[C:2]1[C:11]2[C:6](=[CH:7][C:8]([C:12]([OH:14])=O)=[CH:9][CH:10]=2)[N:5]=[C:4]2[CH2:15][CH2:16][CH2:17][CH2:18][CH2:19][CH2:20][N:3]12.[F:21][C:22]1[CH:31]=[CH:30][C:25]([C:26]([NH:28][NH2:29])=O)=[CH:24][CH:23]=1. Given the product [F:21][C:22]1[CH:31]=[CH:30][C:25]([C:26]2[O:14][C:12]([C:8]3[CH:7]=[C:6]4[C:11]([C:2](=[O:1])[N:3]5[CH2:20][CH2:19][CH2:18][CH2:17][CH2:16][CH2:15][C:4]5=[N:5]4)=[CH:10][CH:9]=3)=[N:29][N:28]=2)=[CH:24][CH:23]=1, predict the reactants needed to synthesize it. (2) The reactants are: [H-].[Na+].[C:3]([O:7][C:8]([N:10]([CH2:18][CH2:19][C:20]#[N:21])[C:11]([CH3:17])([CH3:16])[C:12]([O:14]C)=O)=[O:9])([CH3:6])([CH3:5])[CH3:4]. Given the product [C:20]([CH:19]1[CH2:18][N:10]([C:8]([O:7][C:3]([CH3:4])([CH3:5])[CH3:6])=[O:9])[C:11]([CH3:17])([CH3:16])[C:12]1=[O:14])#[N:21], predict the reactants needed to synthesize it. (3) Given the product [CH2:9]([O:11][C:12](=[O:23])[CH2:13][C:14]([C:16]1[CH:21]=[CH:20][CH:19]=[C:18]([CH3:22])[N:17]=1)=[N:2][N:3]1[CH2:7][CH2:6][CH2:5][C:4]1=[O:8])[CH3:10], predict the reactants needed to synthesize it. The reactants are: Cl.[NH2:2][N:3]1[CH2:7][CH2:6][CH2:5][C:4]1=[O:8].[CH2:9]([O:11][C:12](=[O:23])[CH2:13][C:14]([C:16]1[CH:21]=[CH:20][CH:19]=[C:18]([CH3:22])[N:17]=1)=O)[CH3:10].N1C=CC=CC=1. (4) Given the product [C:1]([C:3]1[C:4]([O:26][CH3:27])=[CH:5][C:6]([C@@H:9]2[O:14][CH2:13][C@H:12]3[CH2:15][N:16]([C:19]([O:21][C:22]([CH3:23])([CH3:24])[CH3:25])=[O:20])[CH2:17][CH2:18][N:11]3[CH2:10]2)=[CH:7][C:8]=1[F:28])#[N:2], predict the reactants needed to synthesize it. The reactants are: [C:1]([C:3]1[CH:8]=[CH:7][C:6]([C@@H:9]2[O:14][CH2:13][C@H:12]3[CH2:15][N:16]([C:19]([O:21][C:22]([CH3:25])([CH3:24])[CH3:23])=[O:20])[CH2:17][CH2:18][N:11]3[CH2:10]2)=[CH:5][C:4]=1[O:26][CH3:27])#[N:2].[F:28]C1C=C(C2CO2)C=CC=1C#N.OC[C@@H]1NCCN(C(OC(C)(C)C)=O)C1. (5) Given the product [C:19]([O:22][CH2:23][C:24]1[C:25]([N:33]2[CH2:44][CH2:43][N:42]3[C:41]4[CH2:40][C:39]([CH3:46])([CH3:45])[CH2:38][C:37]=4[CH:36]=[C:35]3[C:34]2=[O:47])=[N:26][CH:27]=[CH:28][C:29]=1[C:2]1[CH:3]=[C:4]([NH:10][C:11]2[CH:16]=[CH:15][N:14]=[C:13]([CH2:17][CH3:18])[N:12]=2)[C:5](=[O:9])[N:6]([CH3:8])[CH:7]=1)(=[O:21])[CH3:20], predict the reactants needed to synthesize it. The reactants are: Br[C:2]1[CH:3]=[C:4]([NH:10][C:11]2[CH:16]=[CH:15][N:14]=[C:13]([CH2:17][CH3:18])[N:12]=2)[C:5](=[O:9])[N:6]([CH3:8])[CH:7]=1.[C:19]([O:22][CH2:23][C:24]1[C:25]([N:33]2[CH2:44][CH2:43][N:42]3[C:35](=[CH:36][C:37]4[CH2:38][C:39]([CH3:46])([CH3:45])[CH2:40][C:41]=43)[C:34]2=[O:47])=[N:26][CH:27]=[CH:28][C:29]=1B(O)O)(=[O:21])[CH3:20].[O-]P([O-])([O-])=O.[K+].[K+].[K+].O. (6) Given the product [Cl:1][C:2]1[CH:17]=[CH:16][C:5]2[S:6][CH:7]=[C:8]([CH:9]([P:10]([O:11][CH2:12][CH3:13])([CH3:15])=[O:14])[C:28]([OH:30])=[O:29])[C:4]=2[CH:3]=1, predict the reactants needed to synthesize it. The reactants are: [Cl:1][C:2]1[CH:17]=[CH:16][C:5]2[S:6][CH:7]=[C:8]([CH2:9][P:10]([CH3:15])(=[O:14])[O:11][CH2:12][CH3:13])[C:4]=2[CH:3]=1.C[Si]([N-][Si](C)(C)C)(C)C.[Na+].[C:28](=[O:30])=[O:29].CC(OC)(C)C. (7) Given the product [NH2:26][C:24]1[S:25][CH:2]=[C:3]([CH2:4][CH2:5][CH2:6][CH2:7][CH2:8][NH:9][C:10](=[O:21])[CH2:11][O:12][CH2:13][C:14]2[CH:19]=[CH:18][C:17]([F:20])=[CH:16][CH:15]=2)[N:23]=1, predict the reactants needed to synthesize it. The reactants are: Br[CH2:2][C:3](=O)[CH2:4][CH2:5][CH2:6][CH2:7][CH2:8][NH:9][C:10](=[O:21])[CH2:11][O:12][CH2:13][C:14]1[CH:19]=[CH:18][C:17]([F:20])=[CH:16][CH:15]=1.[NH2:23][C:24]([NH2:26])=[S:25].